Dataset: Reaction yield outcomes from USPTO patents with 853,638 reactions. Task: Predict the reaction yield, written as a fraction of the theoretical maximum amount of product (1.0 means a 100% yield; for example, 0.34 means a 34% yield). (1) The reactants are [F:1][C:2]1[CH:7]=[CH:6][C:5]([C:8]2[S:12][C:11]([CH3:13])=[N:10][C:9]=2[C:14]([N:16]2[CH2:21][CH2:20][CH2:19][C@@H:18]([CH3:22])[C@@H:17]2[CH2:23][NH:24]C(=O)OC(C)(C)C)=[O:15])=[CH:4][CH:3]=1.C(O)(C(F)(F)F)=O. The catalyst is C(Cl)Cl. The product is [NH2:24][CH2:23][C@@H:17]1[C@@H:18]([CH3:22])[CH2:19][CH2:20][CH2:21][N:16]1[C:14]([C:9]1[N:10]=[C:11]([CH3:13])[S:12][C:8]=1[C:5]1[CH:4]=[CH:3][C:2]([F:1])=[CH:7][CH:6]=1)=[O:15]. The yield is 0.600. (2) The reactants are [CH3:1][O:2][C:3]1[C:4]([C:13]([O:15]C)=[O:14])=[CH:5][C:6]2[C:11]([CH:12]=1)=[CH:10][CH:9]=[CH:8][CH:7]=2.O.[OH-].[Na+].C(O)(=O)CC(CC(O)=O)(C(O)=O)O. The catalyst is CO. The product is [CH3:1][O:2][C:3]1[C:4]([C:13]([OH:15])=[O:14])=[CH:5][C:6]2[C:11]([CH:12]=1)=[CH:10][CH:9]=[CH:8][CH:7]=2. The yield is 0.920. (3) The reactants are [C:1](OC(=O)C)(=[O:3])[CH3:2].C(OC([N:15]1[CH2:19][CH2:18][CH:17]([C:20]([NH:22][C:23]2[C:24]([CH3:40])=[CH:25][C:26]3[N:27]([CH:37]([CH3:39])[CH3:38])[C:28]4[C:33]([C:34]=3[C:35]=2[CH3:36])=[CH:32][CH:31]=[CH:30][CH:29]=4)=[O:21])[CH2:16]1)=O)(C)(C)C. The catalyst is C(O)(=O)C. The product is [C:1]([N:15]1[CH2:19][CH2:18][CH:17]([C:20]([NH:22][C:23]2[C:24]([CH3:40])=[CH:25][C:26]3[N:27]([CH:37]([CH3:39])[CH3:38])[C:28]4[C:33]([C:34]=3[C:35]=2[CH3:36])=[CH:32][CH:31]=[CH:30][CH:29]=4)=[O:21])[CH2:16]1)(=[O:3])[CH3:2]. The yield is 0.350. (4) The reactants are [CH2:1]([NH:3][C:4]1[N:9]=[C:8]([O:10]C)[C:7]([C:12]2[CH:17]=[CH:16][C:15]([O:18][C:19]3[CH:24]=[CH:23][N:22]=[C:21]([C:25]4[CH:26]=[N:27][N:28]([CH3:30])[CH:29]=4)[CH:20]=3)=[CH:14][N:13]=2)=[CH:6][N:5]=1)[CH3:2].Br. The catalyst is C(O)(=O)C. The product is [CH2:1]([NH:3][C:4]1[NH:9][C:8](=[O:10])[C:7]([C:12]2[CH:17]=[CH:16][C:15]([O:18][C:19]3[CH:24]=[CH:23][N:22]=[C:21]([C:25]4[CH:26]=[N:27][N:28]([CH3:30])[CH:29]=4)[CH:20]=3)=[CH:14][N:13]=2)=[CH:6][N:5]=1)[CH3:2]. The yield is 0.510. (5) The reactants are C[O:2][C:3](=[O:15])[CH2:4][CH2:5][N:6]1[CH:14]=[C:12]([CH3:13])[C:10](=[O:11])[NH:9][C:7]1=[O:8].Cl. The catalyst is [OH-].[Na+]. The product is [N:6]1([CH2:5][CH2:4][C:3]([OH:15])=[O:2])[CH:14]=[C:12]([CH3:13])[C:10](=[O:11])[NH:9][C:7]1=[O:8]. The yield is 0.710. (6) The reactants are [Br:1][C:2]1[CH:3]=[C:4]([C:8]([NH:12][C:13](=[O:16])[CH2:14]Cl)([CH3:11])[CH2:9][OH:10])[CH:5]=[CH:6][CH:7]=1.CC([O-])(C)C.[K+].CO. The catalyst is CC(O)(CC)C. The product is [Br:1][C:2]1[CH:3]=[C:4]([C:8]2([CH3:11])[NH:12][C:13](=[O:16])[CH2:14][O:10][CH2:9]2)[CH:5]=[CH:6][CH:7]=1. The yield is 0.880. (7) The reactants are [CH2:1]([N:8]1[CH2:13][CH2:12][C:11]([C:20]#[N:21])([C:14]2[CH:19]=[CH:18][CH:17]=[CH:16][CH:15]=2)[CH2:10][CH2:9]1)[C:2]1[CH:7]=[CH:6][CH:5]=[CH:4][CH:3]=1.[OH-].[Na+].S(=O)(=O)(O)[OH:25]. The catalyst is O.C1(C)C=CC=CC=1.C(O)(=O)C. The product is [CH2:1]([N:8]1[CH2:9][CH2:10][C:11]([C:14]2[CH:19]=[CH:18][CH:17]=[CH:16][CH:15]=2)([C:20]([NH2:21])=[O:25])[CH2:12][CH2:13]1)[C:2]1[CH:3]=[CH:4][CH:5]=[CH:6][CH:7]=1. The yield is 0.950. (8) The reactants are [C:1]1([CH2:7][CH2:8][C:9](=[O:11])[CH3:10])[CH:6]=[CH:5][CH:4]=[CH:3][CH:2]=1.[CH3:12][N:13]([CH:15](OC)OC)[CH3:14]. The catalyst is CN(C=O)C. The product is [CH3:12][N:13]([CH3:15])[CH:14]=[CH:10][C:9](=[O:11])[CH2:8][CH2:7][C:1]1[CH:6]=[CH:5][CH:4]=[CH:3][CH:2]=1. The yield is 0.276. (9) The reactants are [C:1]([O:5][C:6]([N:8]([C:22]([O:24][C:25]([CH3:28])([CH3:27])[CH3:26])=[O:23])[C:9]1[C:18]([N+:19]([O-])=O)=[CH:17][CH:16]=[CH:15][C:10]=1[C:11]([O:13][CH3:14])=[O:12])=[O:7])([CH3:4])([CH3:3])[CH3:2]. The catalyst is C1COCC1.[Ni]. The product is [NH2:19][C:18]1[C:9]([N:8]([C:6]([O:5][C:1]([CH3:4])([CH3:3])[CH3:2])=[O:7])[C:22]([O:24][C:25]([CH3:28])([CH3:26])[CH3:27])=[O:23])=[C:10]([CH:15]=[CH:16][CH:17]=1)[C:11]([O:13][CH3:14])=[O:12]. The yield is 0.800.